Dataset: Full USPTO retrosynthesis dataset with 1.9M reactions from patents (1976-2016). Task: Predict the reactants needed to synthesize the given product. (1) Given the product [CH3:1][O:2][C:3]1[CH:4]=[C:5]([NH:32][C:33](=[O:35])[CH3:34])[CH:6]=[CH:7][C:8]=1[CH2:9][CH2:10][S:11]([N:14]1[CH2:15][CH2:16][C:17]2([N:21]=[C:20]([CH:22]3[CH2:23][CH2:24][CH:25]([CH3:28])[CH2:26][CH2:27]3)[NH:19][C:18]2=[O:29])[CH2:30][CH2:31]1)(=[O:13])=[O:12], predict the reactants needed to synthesize it. The reactants are: [CH3:1][O:2][C:3]1[CH:4]=[C:5]([NH:32][C:33](=[O:35])[CH3:34])[CH:6]=[CH:7][C:8]=1/[CH:9]=[CH:10]/[S:11]([N:14]1[CH2:31][CH2:30][C:17]2([N:21]=[C:20]([CH:22]3[CH2:27][CH2:26][CH:25]([CH3:28])[CH2:24][CH2:23]3)[NH:19][C:18]2=[O:29])[CH2:16][CH2:15]1)(=[O:13])=[O:12].[H][H]. (2) The reactants are: [CH:1]1[CH:10]=[N:9][C:8]2[C:3](=[C:4]([N+:12]([O-:14])=[O:13])[CH:5]=[CH:6][C:7]=2[OH:11])[CH:2]=1.[NH:15]1[CH2:20][CH2:19][NH:18][CH2:17][CH2:16]1. Given the product [CH:1]1[CH:10]=[N:9][C:8]2[C:3](=[C:4]([N+:12]([O-:14])=[O:13])[CH:5]=[CH:6][C:7]=2[OH:11])[CH:2]=1.[NH:15]1[CH2:20][CH2:19][NH:18][CH2:17][CH2:16]1, predict the reactants needed to synthesize it. (3) Given the product [CH:19]([C:7]1[CH:15]=[CH:14][C:10]2=[N:11][O:12][N:13]=[C:9]2[C:8]=1[CH3:16])=[CH2:20], predict the reactants needed to synthesize it. The reactants are: FC(F)(F)S(O[C:7]1[CH:15]=[CH:14][C:10]2=[N:11][O:12][N:13]=[C:9]2[C:8]=1[CH3:16])(=O)=O.[CH:19]([B-](F)(F)F)=[CH2:20].[K+].